Dataset: CYP1A2 inhibition data for predicting drug metabolism from PubChem BioAssay. Task: Regression/Classification. Given a drug SMILES string, predict its absorption, distribution, metabolism, or excretion properties. Task type varies by dataset: regression for continuous measurements (e.g., permeability, clearance, half-life) or binary classification for categorical outcomes (e.g., BBB penetration, CYP inhibition). Dataset: cyp1a2_veith. (1) The drug is CN(CCOc1ccc(C[C@H](Nc2ccccc2C(=O)c2ccccc2)C(=O)O)cc1)c1ccccn1. The result is 0 (non-inhibitor). (2) The molecule is O=C(COC(=O)c1cccnc1)c1ccc(Cl)c(Cl)c1. The result is 1 (inhibitor).